From a dataset of Full USPTO retrosynthesis dataset with 1.9M reactions from patents (1976-2016). Predict the reactants needed to synthesize the given product. (1) Given the product [CH2:8]([NH2+:7][CH2:1][CH2:2][CH2:3][CH2:4][CH2:5][CH3:6])[CH2:9][CH2:10][CH2:11][CH2:12][CH3:13].[C:14]1([CH3:23])[CH:19]=[CH:18][CH:17]=[C:16]([C:20]([O-:22])=[O:21])[CH:15]=1, predict the reactants needed to synthesize it. The reactants are: [CH2:1]([NH:7][CH2:8][CH2:9][CH2:10][CH2:11][CH2:12][CH3:13])[CH2:2][CH2:3][CH2:4][CH2:5][CH3:6].[C:14]1([CH3:23])[CH:19]=[CH:18][CH:17]=[C:16]([C:20]([OH:22])=[O:21])[CH:15]=1. (2) The reactants are: [CH:1]1([CH:4]2[CH:13]([CH3:14])[CH:12]([N:15]([CH3:22])[C:16]3[CH:21]=[CH:20][CH:19]=[CH:18][CH:17]=3)[C:11]3[C:6](=[CH:7][CH:8]=[CH:9][CH:10]=3)[NH:5]2)[CH2:3][CH2:2]1.N1C=CC=CC=1.[C:29](Cl)(=[O:31])[CH3:30]. Given the product [CH:1]1([C@H:4]2[C@H:13]([CH3:14])[C@@H:12]([N:15]([CH3:22])[C:16]3[CH:17]=[CH:18][CH:19]=[CH:20][CH:21]=3)[C:11]3[C:6](=[CH:7][CH:8]=[CH:9][CH:10]=3)[N:5]2[C:29](=[O:31])[CH3:30])[CH2:2][CH2:3]1, predict the reactants needed to synthesize it.